This data is from Forward reaction prediction with 1.9M reactions from USPTO patents (1976-2016). The task is: Predict the product of the given reaction. The product is: [C:1]([N:5]1[CH:9]([CH2:10][NH:11][CH3:12])[C:8]2[CH:18]=[C:19]([C:22]3[C:30]4[C:25](=[CH:26][C:27]([F:31])=[CH:28][CH:29]=4)[NH:24][CH:23]=3)[CH:20]=[CH:21][C:7]=2[S:6]1(=[O:39])=[O:40])([CH3:4])([CH3:2])[CH3:3]. Given the reactants [C:1]([N:5]1[CH:9]([CH2:10][NH:11][C:12](=O)C(F)(F)F)[C:8]2[CH:18]=[C:19]([C:22]3[C:30]4[C:25](=[CH:26][C:27]([F:31])=[CH:28][CH:29]=4)[N:24](C(OC(C)(C)C)=O)[CH:23]=3)[CH:20]=[CH:21][C:7]=2[S:6]1(=[O:40])=[O:39])([CH3:4])([CH3:3])[CH3:2].[OH-].[Na+], predict the reaction product.